This data is from Full USPTO retrosynthesis dataset with 1.9M reactions from patents (1976-2016). The task is: Predict the reactants needed to synthesize the given product. (1) The reactants are: [CH3:1][C:2]1[C:10]2[C:5](=[C:6]([CH:15]([O:17][CH2:18][C:19]3([C:25]4[CH:30]=[CH:29][CH:28]=[CH:27][CH:26]=4)[CH2:24][CH2:23][NH:22][CH2:21][CH2:20]3)[CH3:16])[CH:7]=[C:8]([C:11]([F:14])([F:13])[F:12])[CH:9]=2)[NH:4][N:3]=1.C=O.[C:33]([BH3-])#N.[Na+]. Given the product [CH3:1][C:2]1[C:10]2[C:5](=[C:6]([CH:15]([O:17][CH2:18][C:19]3([C:25]4[CH:30]=[CH:29][CH:28]=[CH:27][CH:26]=4)[CH2:20][CH2:21][N:22]([CH3:33])[CH2:23][CH2:24]3)[CH3:16])[CH:7]=[C:8]([C:11]([F:13])([F:14])[F:12])[CH:9]=2)[NH:4][N:3]=1, predict the reactants needed to synthesize it. (2) Given the product [CH3:54][O:53][C@@:6]1([NH:42][C:43](=[O:51])[CH2:44][C:45]2[CH:46]=[CH:47][CH:48]=[CH:49][CH:50]=2)[C:5](=[O:4])[N:12]2[C@@H:7]1[S:8][CH2:9][C:10]([CH2:29][O:30][C:31]1[CH:40]=[C:39]3[C:34]([CH:35]=[CH:36][C:37](=[O:41])[O:38]3)=[CH:33][CH:32]=1)=[C:11]2[C:13]([O:15][CH:16]([C:17]1[CH:18]=[CH:19][CH:20]=[CH:21][CH:22]=1)[C:23]1[CH:24]=[CH:25][CH:26]=[CH:27][CH:28]=1)=[O:14], predict the reactants needed to synthesize it. The reactants are: C[O-].[Li+].[O:4]=[C:5]1[N:12]2[C@H:7]([S:8][CH2:9][C:10]([CH2:29][O:30][C:31]3[CH:40]=[C:39]4[C:34]([CH:35]=[CH:36][C:37](=[O:41])[O:38]4)=[CH:33][CH:32]=3)=[C:11]2[C:13]([O:15][CH:16]([C:23]2[CH:28]=[CH:27][CH:26]=[CH:25][CH:24]=2)[C:17]2[CH:22]=[CH:21][CH:20]=[CH:19][CH:18]=2)=[O:14])[C@@H:6]1[NH:42][C:43](=[O:51])[CH2:44][C:45]1[CH:50]=[CH:49][CH:48]=[CH:47][CH:46]=1.Cl[O:53][C:54](C)(C)C.[Cl-].[NH4+]. (3) Given the product [Br:37][C:27]1[S:28][C:22]2[C:21](=[O:29])[N:20]([C:5]3[CH:6]=[CH:7][C:8]([O:9][Si:10]([CH:17]([CH3:19])[CH3:18])([CH:14]([CH3:15])[CH3:16])[CH:11]([CH3:12])[CH3:13])=[C:3]([O:2][CH3:1])[CH:4]=3)[CH2:25][CH2:24][C:23]=2[CH:26]=1, predict the reactants needed to synthesize it. The reactants are: [CH3:1][O:2][C:3]1[CH:4]=[C:5]([N:20]2[CH2:25][CH2:24][C:23]3[CH:26]=[CH:27][S:28][C:22]=3[C:21]2=[O:29])[CH:6]=[CH:7][C:8]=1[O:9][Si:10]([CH:17]([CH3:19])[CH3:18])([CH:14]([CH3:16])[CH3:15])[CH:11]([CH3:13])[CH3:12].C(=O)=O.CC(C)=O.[Br:37]C(F)(F)C(Br)(F)F.[Li]C(C)(C)C.C([O-])(O)=O.[Na+]. (4) Given the product [CH2:53]([S:54]([NH:57][C:24]([CH:21]1[CH2:20][CH2:19][N:18]([C:4]2[C:3]([C:1]#[N:2])=[CH:8][C:7]([C:9]([O:11][CH2:12][C:13]([CH3:16])([CH3:15])[CH3:14])=[O:10])=[C:6]([CH3:17])[N:5]=2)[CH2:23][CH2:22]1)=[O:26])(=[O:56])=[O:55])[C:47]1[CH:52]=[CH:51][CH:50]=[CH:49][CH:48]=1, predict the reactants needed to synthesize it. The reactants are: [C:1]([C:3]1[C:4]([N:18]2[CH2:23][CH2:22][CH:21]([C:24]([OH:26])=O)[CH2:20][CH2:19]2)=[N:5][C:6]([CH3:17])=[C:7]([C:9]([O:11][CH2:12][C:13]([CH3:16])([CH3:15])[CH3:14])=[O:10])[CH:8]=1)#[N:2].CCN=C=NCCCN(C)C.CCN(C(C)C)C(C)C.[C:47]1([CH2:53][S:54]([NH2:57])(=[O:56])=[O:55])[CH:52]=[CH:51][CH:50]=[CH:49][CH:48]=1.